From a dataset of Forward reaction prediction with 1.9M reactions from USPTO patents (1976-2016). Predict the product of the given reaction. (1) Given the reactants [CH2:1]([C:9]1[CH:15]=[CH:14][C:12]([NH2:13])=[CH:11][CH:10]=1)[CH2:2][CH2:3][CH2:4][CH2:5][CH2:6][CH2:7][CH3:8].C(OC([NH:23][C@@H:24]([C:28](O)=[O:29])[C@H:25]([CH3:27])[OH:26])=O)(C)(C)C, predict the reaction product. The product is: [NH2:23][C@H:24]([C@@H:25]([OH:26])[CH3:27])[C:28]([NH:13][C:12]1[CH:11]=[CH:10][C:9]([CH2:1][CH2:2][CH2:3][CH2:4][CH2:5][CH2:6][CH2:7][CH3:8])=[CH:15][CH:14]=1)=[O:29]. (2) The product is: [NH2:22][C:3]1[CH:4]=[C:5]([CH:6]=[C:7]([N:8]2[CH2:13][CH2:12][N:11]3[CH2:14][CH2:15][N:16]([CH3:19])[C:17](=[O:18])[CH:10]3[CH2:9]2)[C:2]=1[Cl:1])[C:20]#[N:21]. Given the reactants [Cl:1][C:2]1[C:7]([N:8]2[CH2:13][CH2:12][N:11]3[CH2:14][CH2:15][N:16]([CH3:19])[C:17](=[O:18])[CH:10]3[CH2:9]2)=[CH:6][C:5]([C:20]#[N:21])=[CH:4][C:3]=1[NH:22]C(=O)OC(C)(C)C.C(O)(C(F)(F)F)=O, predict the reaction product. (3) Given the reactants [CH3:1][C:2]1[O:3][C:4]([C:15]([O:17]CC)=O)=[C:5]([CH2:7][CH2:8][C:9]2[CH:14]=[CH:13][CH:12]=[CH:11][CH:10]=2)[N:6]=1.[NH3:20].CO, predict the reaction product. The product is: [CH3:1][C:2]1[O:3][C:4]([C:15]([NH2:20])=[O:17])=[C:5]([CH2:7][CH2:8][C:9]2[CH:14]=[CH:13][CH:12]=[CH:11][CH:10]=2)[N:6]=1. (4) Given the reactants [F:1][C:2]([F:26])([F:25])[C:3]([NH:6][C:7]([C:9]1[C:10]2[CH2:11][C@H:12]3[CH2:24][C@H:13]3[C:14]=2[N:15]([C:17]2[CH:22]=[C:21](Br)[CH:20]=[CH:19][N:18]=2)[N:16]=1)=[O:8])([CH3:5])[CH3:4].[C:27]([Zn]C#N)#[N:28], predict the reaction product. The product is: [F:1][C:2]([F:26])([F:25])[C:3]([NH:6][C:7]([C:9]1[C:10]2[CH2:11][C@H:12]3[CH2:24][C@H:13]3[C:14]=2[N:15]([C:17]2[CH:22]=[C:21]([C:27]#[N:28])[CH:20]=[CH:19][N:18]=2)[N:16]=1)=[O:8])([CH3:5])[CH3:4]. (5) Given the reactants C(O)=O.C([O:6][CH:7](OCC)[C:8]1[CH:9]=[C:10]([CH:32]=[CH:33][CH:34]=1)[CH2:11][CH2:12][N:13]1[CH2:31][CH2:30][C:16]2([O:21][CH2:20][CH2:19][N:18]([C:22]([C:24]3[S:25][C:26]([CH3:29])=[CH:27][CH:28]=3)=[O:23])[CH2:17]2)[CH2:15][CH2:14]1)C, predict the reaction product. The product is: [CH3:29][C:26]1[S:25][C:24]([C:22]([N:18]2[CH2:17][C:16]3([CH2:30][CH2:31][N:13]([CH2:12][CH2:11][C:10]4[CH:9]=[C:8]([CH:34]=[CH:33][CH:32]=4)[CH:7]=[O:6])[CH2:14][CH2:15]3)[O:21][CH2:20][CH2:19]2)=[O:23])=[CH:28][CH:27]=1. (6) Given the reactants [NH2:1][C:2]1[CH:9]=[CH:8][CH:7]=[C:6]([Cl:10])[C:3]=1[C:4]#[N:5].[N-:11]=[N+:12]=[N-:13].[Na+].Cl.C(N(CC)CC)C, predict the reaction product. The product is: [Cl:10][C:6]1[C:3]([C:4]2[NH:13][N:12]=[N:11][N:5]=2)=[C:2]([CH:9]=[CH:8][CH:7]=1)[NH2:1]. (7) Given the reactants Br[C:2]1[S:6][C:5]([C:7]([C@H:11]2[CH2:16][CH2:15][C@H:14]([C:17]([O:19][CH2:20][CH3:21])=[O:18])[CH2:13][CH2:12]2)([OH:10])[CH2:8][F:9])=[N:4][CH:3]=1.[CH3:22][C:23]1[CH:24]=[C:25]([NH:38][C:39]2[N:44]=[C:43]([C:45]([F:48])([F:47])[F:46])[CH:42]=[CH:41][N:40]=2)[CH:26]=[C:27](B2OC(C)(C)C(C)(C)O2)[CH:28]=1.CC(C1C=C(C(C)C)C(C2C=CC=CC=2P(C2CCCCC2)C2CCCCC2)=C(C(C)C)C=1)C.C(=O)([O-])[O-].[Cs+].[Cs+], predict the reaction product. The product is: [F:9][CH2:8][C:7]([C@H:11]1[CH2:16][CH2:15][C@H:14]([C:17]([O:19][CH2:20][CH3:21])=[O:18])[CH2:13][CH2:12]1)([OH:10])[C:5]1[S:6][C:2]([C:27]2[CH:26]=[C:25]([NH:38][C:39]3[N:44]=[C:43]([C:45]([F:48])([F:47])[F:46])[CH:42]=[CH:41][N:40]=3)[CH:24]=[C:23]([CH3:22])[CH:28]=2)=[CH:3][N:4]=1. (8) Given the reactants Cl[C:2]1[N:3]=[C:4]([N:19]2[CH2:24][CH2:23][O:22][CH2:21][CH2:20]2)[C:5]2[S:10][C:9]([NH:11]C(=O)OC(C)(C)C)=[CH:8][C:6]=2[N:7]=1.CC1(C)C(C)(C)OB([C:33]2[CH:41]=[CH:40][CH:39]=[C:38]3[C:34]=2[CH:35]=[N:36][NH:37]3)O1, predict the reaction product. The product is: [NH:37]1[C:38]2[C:34](=[C:33]([C:2]3[N:3]=[C:4]([N:19]4[CH2:20][CH2:21][O:22][CH2:23][CH2:24]4)[C:5]4[S:10][C:9]([NH2:11])=[CH:8][C:6]=4[N:7]=3)[CH:41]=[CH:40][CH:39]=2)[CH:35]=[N:36]1. (9) Given the reactants [Br:1][C:2]1[CH:3]=[CH:4][C:5]2[O:11][CH2:10][CH2:9][N:8]([C:12](OC(C)(C)C)=O)[CH2:7][C:6]=2[CH:19]=1.C(O)(C(F)(F)F)=O.C=O.[BH-](OC(C)=O)(OC(C)=O)OC(C)=O.[Na+], predict the reaction product. The product is: [Br:1][C:2]1[CH:3]=[CH:4][C:5]2[O:11][CH2:10][CH2:9][N:8]([CH3:12])[CH2:7][C:6]=2[CH:19]=1. (10) Given the reactants [F:1][C:2]1[CH:3]=[C:4]2[C:9](=[CH:10][CH:11]=1)[N:8]=[C:7]([C:12]1[CH:17]=[C:16]([O:18][CH3:19])[C:15]([O:20][CH3:21])=[C:14]([O:22][CH3:23])[CH:13]=1)[N:6]=[C:5]2[C:24](O)=[O:25].Cl.[OH:28][C:29]1[C:38]([O:39][CH3:40])=[CH:37][CH:36]=[C:35]2[C:30]=1[CH2:31][CH2:32][NH:33][CH2:34]2, predict the reaction product. The product is: [F:1][C:2]1[CH:3]=[C:4]2[C:9](=[CH:10][CH:11]=1)[N:8]=[C:7]([C:12]1[CH:17]=[C:16]([O:18][CH3:19])[C:15]([O:20][CH3:21])=[C:14]([O:22][CH3:23])[CH:13]=1)[N:6]=[C:5]2[C:24]([N:33]1[CH2:32][CH2:31][C:30]2[C:35](=[CH:36][CH:37]=[C:38]([O:39][CH3:40])[C:29]=2[OH:28])[CH2:34]1)=[O:25].